Dataset: Full USPTO retrosynthesis dataset with 1.9M reactions from patents (1976-2016). Task: Predict the reactants needed to synthesize the given product. Given the product [Cl:20][C:17]1[N:16]=[C:15]([CH3:21])[C:14]([C:12]2[N:11]=[N:10][NH:9][CH:13]=2)=[CH:19][CH:18]=1, predict the reactants needed to synthesize it. The reactants are: C(OC[N:9]1[CH:13]=[C:12]([C:14]2[C:15]([CH3:21])=[N:16][C:17]([Cl:20])=[CH:18][CH:19]=2)[N:11]=[N:10]1)(=O)C(C)(C)C.[OH-].[Na+].